Dataset: Forward reaction prediction with 1.9M reactions from USPTO patents (1976-2016). Task: Predict the product of the given reaction. Given the reactants [OH:1][CH:2]1[O:6][C:5](=[O:7])[CH:4]=[CH:3]1.[CH:8]1([CH3:18])[CH2:13][CH2:12][CH:11]([CH:14]([CH3:16])[CH3:15])[CH:10](O)[CH2:9]1, predict the reaction product. The product is: [C@@H:8]1([CH3:18])[CH2:13][CH2:12][CH:11]([CH:14]([CH3:16])[CH3:15])[CH:10]([O:1][C@@H:2]2[O:6][C:5](=[O:7])[CH:4]=[CH:3]2)[CH2:9]1.